This data is from Reaction yield outcomes from USPTO patents with 853,638 reactions. The task is: Predict the reaction yield, written as a fraction of the theoretical maximum amount of product (1.0 means a 100% yield; for example, 0.34 means a 34% yield). (1) The reactants are [CH3:1][O:2][C:3]1[CH:17]=[CH:16][C:6]2[CH2:7][C@H:8]3[C@H:13]([C:14](=O)[C:5]=2[CH:4]=1)[CH2:12][O:11][CH2:10][CH2:9]3.[C:18](=[O:21])([O-])[O-].[NH4+:22].[NH4+:23].[C-]#N.[K+].[CH2:27]([OH:29])C.Cl. The catalyst is CCO.O.O. The product is [CH3:1][O:2][C:3]1[CH:17]=[CH:16][C:6]2[CH2:7][C@@H:8]3[C@@H:13]([C:14]4([C:27](=[O:29])[NH:23][C:18](=[O:21])[NH:22]4)[C:5]=2[CH:4]=1)[CH2:12][O:11][CH2:10][CH2:9]3. The yield is 0.830. (2) The reactants are CS(O[CH2:6][CH2:7][O:8][C:9]1[CH:14]=[CH:13][CH:12]=[C:11]([N:15]2[C:19]([NH:20][C:21](=[O:50])[NH:22][C@@H:23]3[C:32]4[C:27](=[CH:28][CH:29]=[CH:30][CH:31]=4)[C@H:26]([O:33][C:34]4[CH:35]=[CH:36][C:37]5[N:38]([C:40]([N:43]6[CH2:48][CH2:47][CH2:46][CH2:45][C@@H:44]6[CH3:49])=[N:41][N:42]=5)[CH:39]=4)[CH2:25][CH2:24]3)=[CH:18][C:17]([C:51]([CH3:72])([CH3:71])[CH2:52][O:53][Si:54]([C:67]([CH3:70])([CH3:69])[CH3:68])([C:61]3[CH:66]=[CH:65][CH:64]=[CH:63][CH:62]=3)[C:55]3[CH:60]=[CH:59][CH:58]=[CH:57][CH:56]=3)=[N:16]2)[CH:10]=1)(=O)=O.[CH3:73][NH:74][CH3:75]. The catalyst is C1COCC1. The product is [Si:54]([O:53][CH2:52][C:51]([C:17]1[CH:18]=[C:19]([NH:20][C:21]([NH:22][C@@H:23]2[C:32]3[C:27](=[CH:28][CH:29]=[CH:30][CH:31]=3)[C@H:26]([O:33][C:34]3[CH:35]=[CH:36][C:37]4[N:38]([C:40]([N:43]5[CH2:48][CH2:47][CH2:46][CH2:45][C@@H:44]5[CH3:49])=[N:41][N:42]=4)[CH:39]=3)[CH2:25][CH2:24]2)=[O:50])[N:15]([C:11]2[CH:12]=[CH:13][CH:14]=[C:9]([O:8][CH2:7][CH2:6][N:74]([CH3:75])[CH3:73])[CH:10]=2)[N:16]=1)([CH3:71])[CH3:72])([C:67]([CH3:68])([CH3:69])[CH3:70])([C:61]1[CH:66]=[CH:65][CH:64]=[CH:63][CH:62]=1)[C:55]1[CH:60]=[CH:59][CH:58]=[CH:57][CH:56]=1. The yield is 0.750.